This data is from Catalyst prediction with 721,799 reactions and 888 catalyst types from USPTO. The task is: Predict which catalyst facilitates the given reaction. (1) Reactant: C(OC([NH:8][O:9][CH2:10][CH2:11][CH2:12][CH2:13][CH2:14][CH2:15][CH2:16][CH2:17][CH2:18][CH2:19][CH2:20][CH2:21][CH2:22][CH2:23][CH2:24][C:25]([OH:27])=[O:26])=O)(C)(C)C.C(OCC)C. Product: [NH2:8][O:9][CH2:10][CH2:11][CH2:12][CH2:13][CH2:14][CH2:15][CH2:16][CH2:17][CH2:18][CH2:19][CH2:20][CH2:21][CH2:22][CH2:23][CH2:24][C:25]([OH:27])=[O:26]. The catalyst class is: 67. (2) Reactant: [NH2:1][C:2]1[CH:3]=[N:4][CH:5]=[CH:6][C:7]=1[N:8]1[CH2:13][C@H:12]([CH3:14])[C@@H:11]([O:15][Si:16]([C:19]([CH3:22])([CH3:21])[CH3:20])([CH3:18])[CH3:17])[C@H:10]([NH:23][C:24](=[O:30])[O:25][C:26]([CH3:29])([CH3:28])[CH3:27])[CH2:9]1.[C:31]([NH:34][C:35]1[CH:36]=[C:37]2[S:43][C:42]([NH:44][CH2:45][C:46]3[CH:51]=[CH:50][C:49]([O:52][CH3:53])=[CH:48][CH:47]=3)=[C:41]([C:54](O)=[O:55])[C:38]2=[N:39][CH:40]=1)(=[O:33])[CH3:32].CCN(C(C)C)C(C)C.CN(C(ON1N=NC2C=CC=NC1=2)=[N+](C)C)C.F[P-](F)(F)(F)(F)F. Product: [C:31]([NH:34][C:35]1[CH:36]=[C:37]2[S:43][C:42]([NH:44][CH2:45][C:46]3[CH:51]=[CH:50][C:49]([O:52][CH3:53])=[CH:48][CH:47]=3)=[C:41]([C:54]([NH:1][C:2]3[CH:3]=[N:4][CH:5]=[CH:6][C:7]=3[N:8]3[CH2:13][C@H:12]([CH3:14])[C@@H:11]([O:15][Si:16]([C:19]([CH3:22])([CH3:21])[CH3:20])([CH3:18])[CH3:17])[C@H:10]([NH:23][C:24](=[O:30])[O:25][C:26]([CH3:29])([CH3:28])[CH3:27])[CH2:9]3)=[O:55])[C:38]2=[N:39][CH:40]=1)(=[O:33])[CH3:32]. The catalyst class is: 3. (3) The catalyst class is: 7. Product: [C:12]([C:3]1[C:4]([CH3:11])=[C:5]([C:7]([O:9][CH3:10])=[O:8])[S:6][C:2]=1[N:14]1[CH2:19][CH2:18][O:17][CH2:16][CH2:15]1)#[N:13]. Reactant: Br[C:2]1[S:6][C:5]([C:7]([O:9][CH3:10])=[O:8])=[C:4]([CH3:11])[C:3]=1[C:12]#[N:13].[NH:14]1[CH2:19][CH2:18][O:17][CH2:16][CH2:15]1.C(=O)([O-])[O-].[Cs+].[Cs+].